From a dataset of Catalyst prediction with 721,799 reactions and 888 catalyst types from USPTO. Predict which catalyst facilitates the given reaction. (1) Reactant: Cl[C:2]1[C:3]2[C:4](=[N:8][N:9]([CH2:11][C:12]3[CH:29]=[CH:28][C:15]([CH2:16][N:17]4[CH:22]=[C:21]([C:23]([F:26])([F:25])[F:24])[CH:20]=[CH:19][C:18]4=[O:27])=[CH:14][CH:13]=3)[CH:10]=2)[N:5]=[CH:6][N:7]=1.[NH2:30][CH2:31][C:32]1[C:33]([CH3:54])=[CH:34][C:35]([N:39]([C:47]([O:49][C:50]([CH3:53])([CH3:52])[CH3:51])=[O:48])[C:40](=[O:46])[O:41][C:42]([CH3:45])([CH3:44])[CH3:43])=[N:36][C:37]=1[CH3:38]. Product: [C:42]([O:41][C:40]([N:39]([C:35]1[CH:34]=[C:33]([CH3:54])[C:32]([CH2:31][NH:30][C:2]2[C:3]3[C:4](=[N:8][N:9]([CH2:11][C:12]4[CH:29]=[CH:28][C:15]([CH2:16][N:17]5[CH:22]=[C:21]([C:23]([F:25])([F:26])[F:24])[CH:20]=[CH:19][C:18]5=[O:27])=[CH:14][CH:13]=4)[CH:10]=3)[N:5]=[CH:6][N:7]=2)=[C:37]([CH3:38])[N:36]=1)[C:47](=[O:48])[O:49][C:50]([CH3:53])([CH3:52])[CH3:51])=[O:46])([CH3:43])([CH3:44])[CH3:45]. The catalyst class is: 51. (2) Reactant: [CH:1]([O:4][C:5]([CH:7]1[CH2:11][S:10][C:9]([C:12]2[CH:17]=[CH:16][C:15]([O:18][CH3:19])=[CH:14][C:13]=2[O:20][CH3:21])=[N:8]1)=[O:6])([CH3:3])[CH3:2].[OH-].[K+].[CH3:24]I. Product: [CH:1]([O:4][C:5]([C@@:7]1([CH3:24])[CH2:11][S:10][C:9]([C:12]2[CH:17]=[CH:16][C:15]([O:18][CH3:19])=[CH:14][C:13]=2[O:20][CH3:21])=[N:8]1)=[O:6])([CH3:3])[CH3:2]. The catalyst class is: 4. (3) Reactant: [CH:1]1([C:4]2[N:5]=[N:6][S:7][C:8]=2[C:9]([NH2:11])=O)[CH2:3][CH2:2]1.S(Cl)(Cl)=O.C(=O)([O-])O.[Na+]. Product: [CH:1]1([C:4]2[N:5]=[N:6][S:7][C:8]=2[C:9]#[N:11])[CH2:3][CH2:2]1. The catalyst class is: 11. (4) Reactant: C([O:4][CH2:5][C:6]1[N:7]=[C:8]([Br:12])[S:9][C:10]=1[CH3:11])(=O)C.[OH-].[Na+].Cl. Product: [Br:12][C:8]1[S:9][C:10]([CH3:11])=[C:6]([CH2:5][OH:4])[N:7]=1. The catalyst class is: 199. (5) Reactant: [H-].[Na+].[NH:3]1[CH2:7][CH2:6][CH2:5][CH2:4]1.[Br:8][C:9]1[CH:10]=[N:11][C:12](Cl)=[C:13]([CH:18]=1)[C:14]([O:16]C)=[O:15].Cl. Product: [Br:8][C:9]1[CH:10]=[N:11][C:12]([N:3]2[CH2:7][CH2:6][CH2:5][CH2:4]2)=[C:13]([CH:18]=1)[C:14]([OH:16])=[O:15]. The catalyst class is: 3. (6) Reactant: [OH:1][CH2:2][CH2:3][CH:4]1[CH2:9][CH2:8][CH2:7][CH2:6][N:5]1[C:10]([O:12][C:13]([CH3:16])([CH3:15])[CH3:14])=[O:11].C(N(CC)CC)C.[CH3:24][S:25](Cl)(=[O:27])=[O:26].C(=O)([O-])O.[Na+]. Product: [CH3:24][S:25]([O:1][CH2:2][CH2:3][CH:4]1[CH2:9][CH2:8][CH2:7][CH2:6][N:5]1[C:10]([O:12][C:13]([CH3:16])([CH3:15])[CH3:14])=[O:11])(=[O:27])=[O:26]. The catalyst class is: 1. (7) Reactant: C[CH2:2][O:3][Si:4]([O:11][CH2:12]C)([O:8][CH2:9]C)[O:5][CH2:6]C. Product: [CH3:2][O:3][Si:4]([O:11][CH3:12])([O:8][CH3:9])[O:5][CH3:6]. The catalyst class is: 6. (8) Reactant: [OH:1][C:2]1[CH:3]=[C:4]([CH:8]=[CH:9][C:10]=1[O:11][CH3:12])[C:5]([OH:7])=[O:6].[CH3:13][C:14]1C=CC(S(O)(=O)=O)=CC=1. Product: [OH:1][C:2]1[CH:3]=[C:4]([CH:8]=[CH:9][C:10]=1[O:11][CH3:12])[C:5]([O:7][CH2:13][CH3:14])=[O:6]. The catalyst class is: 8.